From a dataset of Forward reaction prediction with 1.9M reactions from USPTO patents (1976-2016). Predict the product of the given reaction. Given the reactants [CH3:1][N:2]1[C:7](=[O:8])[C:6]([NH:9][C:10]2[CH:15]=[CH:14][C:13]([N:16]3[CH2:21][CH2:20][N:19]([CH:22]4[CH2:25][O:24][CH2:23]4)[CH2:18][CH2:17]3)=[CH:12][N:11]=2)=[CH:5][C:4]([C:26]2[CH:31]=[CH:30][N:29]=[C:28]([N:32]3[C:44](=[O:45])[C:43]4[S:42][C:41]5[CH2:40][CH2:39][CH2:38][CH2:37][C:36]=5[C:35]=4[CH:34]=[N:33]3)[C:27]=2[CH:46]=[O:47])=[CH:3]1.[BH4-].[Na+], predict the reaction product. The product is: [OH:47][CH2:46][C:27]1[C:28]([N:32]2[C:44](=[O:45])[C:43]3[S:42][C:41]4[CH2:40][CH2:39][CH2:38][CH2:37][C:36]=4[C:35]=3[CH:34]=[N:33]2)=[N:29][CH:30]=[CH:31][C:26]=1[C:4]1[CH:5]=[C:6]([NH:9][C:10]2[CH:15]=[CH:14][C:13]([N:16]3[CH2:17][CH2:18][N:19]([CH:22]4[CH2:25][O:24][CH2:23]4)[CH2:20][CH2:21]3)=[CH:12][N:11]=2)[C:7](=[O:8])[N:2]([CH3:1])[CH:3]=1.